From a dataset of Reaction yield outcomes from USPTO patents with 853,638 reactions. Predict the reaction yield, written as a fraction of the theoretical maximum amount of product (1.0 means a 100% yield; for example, 0.34 means a 34% yield). (1) The reactants are [N:1]1([CH2:6][C:7]2[NH:8][C:9]3[C:14]([CH:15]=2)=[CH:13][C:12]([CH:16]=O)=[CH:11][CH:10]=3)[CH2:5][CH2:4][CH2:3][CH2:2]1.C(O)(=O)C.[NH:22]1[CH2:26][CH2:25][CH2:24][CH2:23]1.C(O[BH-](OC(=O)C)OC(=O)C)(=O)C.[Na+]. The catalyst is C(Cl)Cl. The product is [N:1]1([CH2:6][C:7]2[NH:8][C:9]3[C:14]([CH:15]=2)=[CH:13][C:12]([CH2:16][N:22]2[CH2:26][CH2:25][CH2:24][CH2:23]2)=[CH:11][CH:10]=3)[CH2:5][CH2:4][CH2:3][CH2:2]1. The yield is 0.530. (2) The reactants are FC(F)(F)C(O)=O.C(OC([N:15]1[CH2:20][CH2:19][CH:18]([C:21](=[O:33])[C:22]2[CH:27]=[C:26]([C:28]([F:31])([F:30])[F:29])[CH:25]=[C:24]([Br:32])[CH:23]=2)[CH2:17][CH2:16]1)=O)(C)(C)C.CCOC(C)=O. The catalyst is ClCCl. The product is [Br:32][C:24]1[CH:23]=[C:22]([C:21]([CH:18]2[CH2:17][CH2:16][NH:15][CH2:20][CH2:19]2)=[O:33])[CH:27]=[C:26]([C:28]([F:30])([F:31])[F:29])[CH:25]=1. The yield is 1.00. (3) The reactants are [CH2:1]([OH:8])[C:2]1[CH:7]=[CH:6][CH:5]=[CH:4][CH:3]=1.[H-].[Na+].[H][H].Cl[C:14]1[C:15]([C:21]#[N:22])=[N:16][CH:17]=[C:18](Cl)[CH:19]=1. The catalyst is C1COCC1. The product is [CH2:1]([O:8][C:14]1[C:15]([C:21]#[N:22])=[N:16][CH:17]=[C:18]([O:8][CH2:1][C:2]2[CH:7]=[CH:6][CH:5]=[CH:4][CH:3]=2)[CH:19]=1)[C:2]1[CH:7]=[CH:6][CH:5]=[CH:4][CH:3]=1. The yield is 0.940. (4) The reactants are [CH2:1]([O:8][C:9]([N:11]1[CH2:16][CH2:15][CH:14]([NH:17][C:18]([C@@H:20]2[CH2:25][CH2:24][C@@H:23]([NH:26][O:27][CH2:28][C:29]3[CH:34]=[CH:33][CH:32]=[CH:31][CH:30]=3)[CH2:22][NH:21]2)=[O:19])[CH2:13][CH2:12]1)=[O:10])[C:2]1[CH:7]=[CH:6][CH:5]=[CH:4][CH:3]=1.C(N(C(C)C)CC)(C)C.Cl[C:45](Cl)([O:47]C(=O)OC(Cl)(Cl)Cl)Cl.P(=O)(O)(O)O. The catalyst is C(Cl)Cl. The product is [CH2:1]([O:8][C:9]([N:11]1[CH2:16][CH2:15][CH:14]([NH:17][C:18]([C@@H:20]2[CH2:25][CH2:24][C@@H:23]3[CH2:22][N:21]2[C:45](=[O:47])[N:26]3[O:27][CH2:28][C:29]2[CH:34]=[CH:33][CH:32]=[CH:31][CH:30]=2)=[O:19])[CH2:13][CH2:12]1)=[O:10])[C:2]1[CH:7]=[CH:6][CH:5]=[CH:4][CH:3]=1. The yield is 0.970. (5) The reactants are CP(C)C.[N:5]([CH2:8][CH2:9][C:10]([CH3:15])([CH3:14])[CH2:11][CH:12]=[CH2:13])=[N+]=[N-]. The catalyst is C1COCC1. The product is [CH3:14][C:10]([CH3:15])([CH2:11][CH:12]=[CH2:13])[CH2:9][CH2:8][NH2:5]. The yield is 0.530.